This data is from Reaction yield outcomes from USPTO patents with 853,638 reactions. The task is: Predict the reaction yield, written as a fraction of the theoretical maximum amount of product (1.0 means a 100% yield; for example, 0.34 means a 34% yield). (1) The reactants are [Br:1][C:2]1[CH:3]=[C:4]([CH:8]=[C:9]([O:11][CH3:12])[CH:10]=1)[C:5]([NH2:7])=O.S(C)C.CCO.Cl. The catalyst is C1COCC1.CO. The product is [Br:1][C:2]1[CH:3]=[C:4]([CH2:5][NH2:7])[CH:8]=[C:9]([O:11][CH3:12])[CH:10]=1. The yield is 0.710. (2) The reactants are [Cl:1][C:2]1[C:3]([C:15]([NH2:17])=[O:16])=[N:4][N:5]([C:8]2[CH:13]=[C:12](I)[CH:11]=[CH:10][N:9]=2)[C:6]=1[CH3:7].[C:18]([C@:20]1([OH:27])[CH2:24][CH2:23][N:22]([CH3:25])[C:21]1=[O:26])#[CH:19]. No catalyst specified. The product is [Cl:1][C:2]1[C:3]([C:15]([NH2:17])=[O:16])=[N:4][N:5]([C:8]2[CH:13]=[C:12]([C:19]#[C:18][C@:20]3([OH:27])[CH2:24][CH2:23][N:22]([CH3:25])[C:21]3=[O:26])[CH:11]=[CH:10][N:9]=2)[C:6]=1[CH3:7]. The yield is 0.760.